This data is from Catalyst prediction with 721,799 reactions and 888 catalyst types from USPTO. The task is: Predict which catalyst facilitates the given reaction. (1) Reactant: Br[CH2:2][C:3]1[CH:4]=[C:5]([C:19]([O:21][CH3:22])=[O:20])[C:6]([C:9]2[CH:14]=[CH:13][CH:12]=[C:11]([C:15]([O:17][CH3:18])=[O:16])[CH:10]=2)=[CH:7][CH:8]=1.[C:23]([O-:26])(=[S:25])[CH3:24].[K+]. Product: [C:23]([S:25][CH2:2][C:3]1[CH:4]=[C:5]([C:19]([O:21][CH3:22])=[O:20])[C:6]([C:9]2[CH:14]=[CH:13][CH:12]=[C:11]([C:15]([O:17][CH3:18])=[O:16])[CH:10]=2)=[CH:7][CH:8]=1)(=[O:26])[CH3:24]. The catalyst class is: 21. (2) Reactant: [Cl:1][C:2]1[CH:3]=[C:4]([S:9]([NH:12][CH2:13][C:14]2[N:15]=[CH:16][C:17]([C:20]([O:22]C)=[O:21])=[N:18][CH:19]=2)(=[O:11])=[O:10])[CH:5]=[CH:6][C:7]=1[F:8].[OH-].[K+]. Product: [Cl:1][C:2]1[CH:3]=[C:4]([S:9]([NH:12][CH2:13][C:14]2[N:15]=[CH:16][C:17]([C:20]([OH:22])=[O:21])=[N:18][CH:19]=2)(=[O:10])=[O:11])[CH:5]=[CH:6][C:7]=1[F:8]. The catalyst class is: 5.